This data is from Full USPTO retrosynthesis dataset with 1.9M reactions from patents (1976-2016). The task is: Predict the reactants needed to synthesize the given product. (1) Given the product [F:13][C:14]1[CH:19]=[C:18]([N+:20]([O-:22])=[O:21])[CH:17]=[CH:16][C:15]=1[O:23][C:2]1[CH:7]=[CH:6][N:5]=[C:4]2[CH:8]=[C:9]([S:11][CH3:12])[S:10][C:3]=12, predict the reactants needed to synthesize it. The reactants are: Cl[C:2]1[CH:7]=[CH:6][N:5]=[C:4]2[CH:8]=[C:9]([S:11][CH3:12])[S:10][C:3]=12.[F:13][C:14]1[CH:19]=[C:18]([N+:20]([O-:22])=[O:21])[CH:17]=[CH:16][C:15]=1[OH:23].C(=O)([O-])[O-].[Na+].[Na+]. (2) Given the product [C:55]([O:54][C:53](=[O:59])[NH:52][CH:49]1[CH2:50][CH2:51][N:46]([C:36]2[N:37]=[CH:38][C:33]3[CH:32]=[C:31]([C:29](=[O:30])[NH:28][C:3]4[CH:4]=[C:5]([C:6](=[O:7])[NH:8][CH:9]([C:20]5[CH:21]=[CH:22][CH:23]=[CH:24][CH:25]=5)[CH2:10][CH2:11][NH:12][C:13]([O:14][C:15]([CH3:16])([CH3:18])[CH3:17])=[O:19])[CH:26]=[CH:27][C:2]=4[Cl:1])[C:44](=[O:45])[NH:43][C:34]=3[N:35]=2)[CH2:47][CH2:48]1)([CH3:58])([CH3:56])[CH3:57], predict the reactants needed to synthesize it. The reactants are: [Cl:1][C:2]1[CH:27]=[CH:26][C:5]([C:6]([NH:8][CH:9]([C:20]2[CH:25]=[CH:24][CH:23]=[CH:22][CH:21]=2)[CH2:10][CH2:11][NH:12][C:13](=[O:19])[O:14][C:15]([CH3:18])([CH3:17])[CH3:16])=[O:7])=[CH:4][C:3]=1[NH:28][C:29]([C:31]1[C:44](=[O:45])[NH:43][C:34]2[N:35]=[C:36](S(C)(=O)=O)[N:37]=[CH:38][C:33]=2[CH:32]=1)=[O:30].[NH:46]1[CH2:51][CH2:50][CH:49]([NH:52][C:53](=[O:59])[O:54][C:55]([CH3:58])([CH3:57])[CH3:56])[CH2:48][CH2:47]1.CN(C=O)C. (3) Given the product [CH3:7][S:8]([CH2:9][CH2:10][N:11]([CH2:24][C:25]1[CH:26]=[CH:27][C:28]([F:31])=[CH:29][CH:30]=1)[C:12]1[CH:13]=[CH:14][C:15]([S:18]([NH:21][CH2:22][CH3:23])(=[O:19])=[O:20])=[CH:16][CH:17]=1)(=[O:1])=[O:32], predict the reactants needed to synthesize it. The reactants are: [OH:1]OS([O-])=O.[K+].[CH3:7][S:8][CH2:9][CH2:10][N:11]([CH2:24][C:25]1[CH:30]=[CH:29][C:28]([F:31])=[CH:27][CH:26]=1)[C:12]1[CH:17]=[CH:16][C:15]([S:18]([NH:21][CH2:22][CH3:23])(=[O:20])=[O:19])=[CH:14][CH:13]=1.[OH2:32]. (4) Given the product [CH3:1][O:12][C:11](=[O:13])[CH2:10][CH2:9][C@@H:8]([C:14]([OH:16])=[O:15])[NH2:7], predict the reactants needed to synthesize it. The reactants are: [C:1](Cl)(=O)C.CO.[NH2:7][C@H:8]([C:14]([OH:16])=[O:15])[CH2:9][CH2:10][C:11]([OH:13])=[O:12].